Dataset: Forward reaction prediction with 1.9M reactions from USPTO patents (1976-2016). Task: Predict the product of the given reaction. Given the reactants [CH3:1][C:2]1[CH:7]=[C:6]([CH:8]([OH:13])[CH2:9][CH:10]([CH3:12])[CH3:11])[CH:5]=[C:4]([CH3:14])[C:3]=1[C:15]1[CH:20]=[CH:19][C:18]([C:21]([F:24])([F:23])[F:22])=[CH:17][CH:16]=1.N(C(N1CCCCC1)=O)=NC(N1CCCCC1)=O.C(P(CCCC)CCCC)CCC.[CH3:56][O:57][C:58](=[O:71])[CH2:59][CH2:60][NH:61][C:62](=[O:70])[C:63]1[CH:68]=[CH:67][C:66](O)=[CH:65][CH:64]=1, predict the reaction product. The product is: [CH3:56][O:57][C:58](=[O:71])[CH2:59][CH2:60][NH:61][C:62](=[O:70])[C:63]1[CH:68]=[CH:67][C:66]([O:13][CH:8]([C:6]2[CH:5]=[C:4]([CH3:14])[C:3]([C:15]3[CH:16]=[CH:17][C:18]([C:21]([F:22])([F:23])[F:24])=[CH:19][CH:20]=3)=[C:2]([CH3:1])[CH:7]=2)[CH2:9][CH:10]([CH3:12])[CH3:11])=[CH:65][CH:64]=1.